From a dataset of Forward reaction prediction with 1.9M reactions from USPTO patents (1976-2016). Predict the product of the given reaction. (1) Given the reactants Br.[O:2]1[CH2:7][CH2:6][N:5]([C:8]([NH2:10])=[NH:9])[CH2:4][CH2:3]1.C([O:13][CH:14]=[C:15]([C:21](OCC)=O)[C:16]([O:18][CH2:19][CH3:20])=[O:17])C.C(=O)([O-])[O-].[K+].[K+], predict the reaction product. The product is: [O:2]1[CH2:7][CH2:6][N:5]([C:8]2[NH:10][C:14](=[O:13])[C:15]([C:16]([O:18][CH2:19][CH3:20])=[O:17])=[CH:21][N:9]=2)[CH2:4][CH2:3]1. (2) Given the reactants [OH:1][C:2]1[CH:3]=[C:4]([CH:9]=[C:10]([O:12][CH2:13][C:14]2[CH:19]=[CH:18][CH:17]=[CH:16][CH:15]=2)[CH:11]=1)[C:5]([O:7][CH3:8])=[O:6].C1(P(C2C=CC=CC=2)C2C=CC=CC=2)C=CC=CC=1.[CH3:39][O:40][CH2:41][CH:42](O)[CH3:43].N(C(OC(C)C)=O)=NC(OC(C)C)=O, predict the reaction product. The product is: [CH3:43][C@H:42]([O:1][C:2]1[CH:3]=[C:4]([CH:9]=[C:10]([O:12][CH2:13][C:14]2[CH:19]=[CH:18][CH:17]=[CH:16][CH:15]=2)[CH:11]=1)[C:5]([O:7][CH3:8])=[O:6])[CH2:41][O:40][CH3:39]. (3) Given the reactants [NH2:1][C:2]1[O:6][N:5]=[C:4]([C:7]2[CH:12]=[CH:11][CH:10]=[C:9]([F:13])[CH:8]=2)[C:3]=1[C:14]([OH:16])=O.Cl.C(N=C=NCCCN(C)C)C.[F:29][C:30]1[CH:35]=[CH:34][C:33]([N:36]2[CH2:41][CH2:40][NH:39][CH2:38][CH2:37]2)=[CH:32][CH:31]=1, predict the reaction product. The product is: [NH2:1][C:2]1[O:6][N:5]=[C:4]([C:7]2[CH:12]=[CH:11][CH:10]=[C:9]([F:13])[CH:8]=2)[C:3]=1[C:14]([N:39]1[CH2:38][CH2:37][N:36]([C:33]2[CH:32]=[CH:31][C:30]([F:29])=[CH:35][CH:34]=2)[CH2:41][CH2:40]1)=[O:16].